Dataset: Reaction yield outcomes from USPTO patents with 853,638 reactions. Task: Predict the reaction yield, written as a fraction of the theoretical maximum amount of product (1.0 means a 100% yield; for example, 0.34 means a 34% yield). (1) The reactants are Cl[C:2]1[C:7]([C:8]([O:10][CH2:11][CH3:12])=[O:9])=[CH:6][N:5]=[C:4]([Cl:13])[CH:3]=1.[CH:14]([NH2:17])([CH3:16])[CH3:15].O. The catalyst is CC#N. The product is [Cl:13][C:4]1[CH:3]=[C:2]([NH:17][CH:14]([CH3:16])[CH3:15])[C:7]([C:8]([O:10][CH2:11][CH3:12])=[O:9])=[CH:6][N:5]=1. The yield is 0.900. (2) The reactants are [Br:1][C:2]1[CH:3]=[C:4]2[C:8](=[CH:9][CH:10]=1)[NH:7][C:6](=[O:11])[C:5]2=O.[NH:13]([C:15](=[O:28])[CH2:16][CH2:17][C:18]1[CH:27]=[CH:26][C:21]([C:22]([NH:24][NH2:25])=[O:23])=[CH:20][CH:19]=1)[NH2:14]. The catalyst is C(O)(=O)C. The product is [Br:1][C:2]1[CH:3]=[C:4]2[C:8](=[CH:9][CH:10]=1)[NH:7][C:6](=[O:11])[C:5]2=[N:25][NH:24][C:22](=[O:23])[C:21]1[CH:26]=[CH:27][C:18]([CH2:17][CH2:16][C:15]([NH:13][N:14]=[C:5]2[C:4]3[C:8](=[CH:9][CH:10]=[C:2]([Br:1])[CH:3]=3)[NH:7][C:6]2=[O:11])=[O:28])=[CH:19][CH:20]=1. The yield is 0.790.